This data is from Forward reaction prediction with 1.9M reactions from USPTO patents (1976-2016). The task is: Predict the product of the given reaction. (1) Given the reactants [I:1][C:2]1[CH:7]=[CH:6][C:5]([C:8](OC)=[C:9]([C:12]#[N:13])[C:10]#[N:11])=[CH:4][CH:3]=1.C(N(CC)CC)C.Cl.[CH2:24]([O:31][C:32]([N:34]1[CH2:39][CH2:38][CH2:37][CH:36]([NH:40][NH2:41])[CH2:35]1)=[O:33])[C:25]1[CH:30]=[CH:29][CH:28]=[CH:27][CH:26]=1, predict the reaction product. The product is: [NH2:13][C:12]1[N:40]([CH:36]2[CH2:37][CH2:38][CH2:39][N:34]([C:32]([O:31][CH2:24][C:25]3[CH:30]=[CH:29][CH:28]=[CH:27][CH:26]=3)=[O:33])[CH2:35]2)[N:41]=[C:8]([C:5]2[CH:6]=[CH:7][C:2]([I:1])=[CH:3][CH:4]=2)[C:9]=1[C:10]#[N:11]. (2) Given the reactants C(OC([N:8]1[CH2:13][CH2:12][C:11]([CH2:20][N:21]=[N+:22]=[N-:23])([CH:14]2[CH2:19][CH2:18][CH2:17][CH2:16][CH2:15]2)[CH2:10][CH2:9]1)=O)(C)(C)C.FC(F)(F)C(O)=O, predict the reaction product. The product is: [N:21]([CH2:20][C:11]1([CH:14]2[CH2:15][CH2:16][CH2:17][CH2:18][CH2:19]2)[CH2:12][CH2:13][NH:8][CH2:9][CH2:10]1)=[N+:22]=[N-:23]. (3) Given the reactants [OH:1][C@H:2]([CH3:22])[CH2:3][CH2:4][CH2:5][CH2:6][N:7]1[C:15](=[O:16])[C:14]2[N:13]3[CH2:17][CH2:18][NH:19][C:12]3=[N:11][C:10]=2[N:9]([CH3:20])[C:8]1=[O:21].N1C=CN=C1.[Si:28](Cl)([C:31]([CH3:34])([CH3:33])[CH3:32])([CH3:30])[CH3:29].O, predict the reaction product. The product is: [CH3:20][N:9]1[C:10]2[N:11]=[C:12]3[NH:19][CH2:18][CH2:17][N:13]3[C:14]=2[C:15](=[O:16])[N:7]([CH2:6][CH2:5][CH2:4][CH2:3][C@H:2]([O:1][Si:28]([C:31]([CH3:34])([CH3:33])[CH3:32])([CH3:30])[CH3:29])[CH3:22])[C:8]1=[O:21]. (4) The product is: [CH2:50]([O:49][C:47](=[O:48])[CH2:46][O:45][CH2:44][CH2:43][O:42][CH:30]([N:27]=[N+:28]=[N-:29])[CH2:31][O:32][C:33]1[CH:41]=[CH:40][CH:39]=[C:35]([C:36](=[O:37])[NH:8][CH2:9][CH2:10][NH:11][C:12](=[O:17])[C:13]([F:16])([F:15])[F:14])[CH:34]=1)[CH3:51]. Given the reactants FC(F)(F)C(O)=O.[NH2:8][CH2:9][CH2:10][NH:11][C:12](=[O:17])[C:13]([F:16])([F:15])[F:14].CCN(C(C)C)C(C)C.[N:27]([CH:30]([O:42][CH2:43][CH2:44][O:45][CH2:46][C:47]([O:49][CH2:50][CH3:51])=[O:48])[CH2:31][O:32][C:33]1[CH:34]=[C:35]([CH:39]=[CH:40][CH:41]=1)[C:36](O)=[O:37])=[N+:28]=[N-:29].C1CN([P+](ON2N=NC3C=CC=CC2=3)(N2CCCC2)N2CCCC2)CC1.F[P-](F)(F)(F)(F)F, predict the reaction product.